This data is from hERG Central: cardiac toxicity at 1µM, 10µM, and general inhibition. The task is: Predict hERG channel inhibition at various concentrations. (1) The molecule is COc1ccc(/C=N\NC(=O)CNC(=O)C2COc3ccccc3O2)cc1[N+](=O)[O-]. Results: hERG_inhib (hERG inhibition (general)): blocker. (2) The compound is Cl.O=C(O)C1=CCCNC1. Results: hERG_inhib (hERG inhibition (general)): blocker. (3) The compound is Cc1ccc(NC(=O)CSc2nc(=O)n(CCN(C)C)c3c2CCCC3)cc1Cl. Results: hERG_inhib (hERG inhibition (general)): blocker. (4) The drug is COc1ccccc1NC(=O)COc1coc(CN2CCN(c3ccccc3)CC2)cc1=O. Results: hERG_inhib (hERG inhibition (general)): blocker. (5) The compound is Fc1ccccc1C(c1nnnn1Cc1ccc2c(c1)OCO2)N1CCN(Cc2ccccc2)CC1. Results: hERG_inhib (hERG inhibition (general)): blocker.